This data is from Forward reaction prediction with 1.9M reactions from USPTO patents (1976-2016). The task is: Predict the product of the given reaction. Given the reactants [CH3:1][C:2]1[C:7]([OH:8])=[CH:6][CH:5]=[CH:4][N:3]=1.[C:9]([C:11]1[N:15]([CH:16]2[CH2:21][CH2:20][N:19]([C:22]([O:24][CH:25]([CH3:27])[CH3:26])=[O:23])[CH2:18][CH2:17]2)[N:14]=[CH:13][C:12]=1[CH:28](O)[CH3:29])#[N:10], predict the reaction product. The product is: [C:9]([C:11]1[N:15]([CH:16]2[CH2:17][CH2:18][N:19]([C:22]([O:24][CH:25]([CH3:26])[CH3:27])=[O:23])[CH2:20][CH2:21]2)[N:14]=[CH:13][C:12]=1[CH:28]([O:8][C:7]1[C:2]([CH3:1])=[N:3][CH:4]=[CH:5][CH:6]=1)[CH3:29])#[N:10].